From a dataset of Forward reaction prediction with 1.9M reactions from USPTO patents (1976-2016). Predict the product of the given reaction. (1) Given the reactants [CH:1]1[C:13]2[NH:12][C:11]3[C:6](=[CH:7][CH:8]=[CH:9][CH:10]=3)[C:5]=2[CH:4]=[CH:3][CH:2]=1.C(=O)([O-])[O-].[K+].[K+].C1O[CH2:36][CH2:35]OCCOCCOCCOCCOC1, predict the reaction product. The product is: [N:12]1[CH:36]=[CH:35][CH:9]=[CH:10][C:11]=1[N:12]1[C:11]2[CH:10]=[CH:9][CH:8]=[CH:7][C:6]=2[C:5]2[C:13]1=[CH:1][CH:2]=[CH:3][CH:4]=2. (2) Given the reactants [Br:1][C:2]1[CH:3]=[N:4][CH:5]=[C:6]([CH:10]=1)[C:7]([OH:9])=[O:8].[C:11](=O)([O-])[O-].[K+].[K+].CI, predict the reaction product. The product is: [Br:1][C:2]1[CH:3]=[N:4][CH:5]=[C:6]([CH:10]=1)[C:7]([O:9][CH3:11])=[O:8]. (3) Given the reactants [C:1]([C:3]1[C:4]([C:15]2[CH:20]=[CH:19][CH:18]=[CH:17][C:16]=2[CH3:21])=[CH:5][C:6]([N:9]2[CH2:14][CH2:13][O:12][CH2:11][CH2:10]2)=[N:7][CH:8]=1)#[N:2].S(=O)(=O)(O)[OH:23].[OH-].[Na+], predict the reaction product. The product is: [CH3:21][C:16]1[CH:17]=[CH:18][CH:19]=[CH:20][C:15]=1[C:4]1[CH:5]=[C:6]([N:9]2[CH2:10][CH2:11][O:12][CH2:13][CH2:14]2)[N:7]=[CH:8][C:3]=1[C:1]([NH2:2])=[O:23]. (4) Given the reactants [OH:1][C@H:2]1[C@H:10]([CH3:11])[O:9][C:8](=[O:12])[C@@H:7]([N:13]([CH2:21][O:22][CH3:23])[C:14](=[O:20])[O:15][C:16]([CH3:19])([CH3:18])[CH3:17])[CH2:6][CH2:5][CH2:4][C@@H:3]1[CH2:24][C:25]1[CH:30]=[CH:29][C:28]([O:31][CH3:32])=[CH:27][CH:26]=1.CCN(CC)CC.[CH:40]1([C:45](Cl)=[O:46])[CH2:44][CH2:43][CH2:42][CH2:41]1, predict the reaction product. The product is: [CH:40]1([C:45]([O:1][C@@H:2]2[C@@H:3]([CH2:24][C:25]3[CH:30]=[CH:29][C:28]([O:31][CH3:32])=[CH:27][CH:26]=3)[CH2:4][CH2:5][CH2:6][C@H:7]([N:13]([C:14]([O:15][C:16]([CH3:19])([CH3:17])[CH3:18])=[O:20])[CH2:21][O:22][CH3:23])[C:8](=[O:12])[O:9][C@H:10]2[CH3:11])=[O:46])[CH2:44][CH2:43][CH2:42][CH2:41]1. (5) Given the reactants [CH3:1][O:2][CH2:3][CH2:4][CH2:5][O:6][C:7]1[CH:27]=[CH:26][C:10]([O:11][C:12]2[CH:17]=[C:16]([CH3:18])[C:15]([C:19]3[N:20]=[C:21]([NH2:24])[S:22][CH:23]=3)=[C:14]([CH3:25])[CH:13]=2)=[CH:9][CH:8]=1.C(N(CC)CC)C.Cl.[C:36](Cl)(=[O:43])[C:37]1[CH:42]=[CH:41][N:40]=[CH:39][CH:38]=1, predict the reaction product. The product is: [CH3:1][O:2][CH2:3][CH2:4][CH2:5][O:6][C:7]1[CH:27]=[CH:26][C:10]([O:11][C:12]2[CH:17]=[C:16]([CH3:18])[C:15]([C:19]3[N:20]=[C:21]([NH:24][C:36](=[O:43])[C:37]4[CH:42]=[CH:41][N:40]=[CH:39][CH:38]=4)[S:22][CH:23]=3)=[C:14]([CH3:25])[CH:13]=2)=[CH:9][CH:8]=1. (6) Given the reactants [NH2:1][C:2]1[S:3][C:4]2[C:9]([N:10]=1)=[CH:8][CH:7]=[C:6]([O:11][C:12]1[CH:13]=[C:14]([NH:20][C:21](=[O:33])[C:22]3[CH:27]=[CH:26][CH:25]=[C:24]([C:28]4([C:31]#[N:32])[CH2:30][CH2:29]4)[CH:23]=3)[CH:15]=[CH:16][C:17]=1[O:18][CH3:19])[N:5]=2.C([O:37][CH2:38][C:39](Cl)=[O:40])(=O)C.CO.N, predict the reaction product. The product is: [C:31]([C:28]1([C:24]2[CH:23]=[C:22]([CH:27]=[CH:26][CH:25]=2)[C:21]([NH:20][C:14]2[CH:15]=[CH:16][C:17]([O:18][CH3:19])=[C:12]([O:11][C:6]3[N:5]=[C:4]4[S:3][C:2]([NH:1][C:38](=[O:37])[CH2:39][OH:40])=[N:10][C:9]4=[CH:8][CH:7]=3)[CH:13]=2)=[O:33])[CH2:30][CH2:29]1)#[N:32]. (7) Given the reactants [CH3:1][N:2]([CH3:15])[CH2:3][CH2:4][N:5]1[C:13]2[C:8](=[CH:9][C:10]([NH2:14])=[CH:11][CH:12]=2)[CH:7]=[N:6]1.[O:16]([C:23]1[CH:28]=[CH:27][C:26]([N:29]=[C:30]=[O:31])=[CH:25][CH:24]=1)[C:17]1[CH:22]=[CH:21][CH:20]=[CH:19][CH:18]=1, predict the reaction product. The product is: [CH3:1][N:2]([CH3:15])[CH2:3][CH2:4][N:5]1[C:13]2[C:8](=[CH:9][C:10]([NH:14][C:30]([NH:29][C:26]3[CH:27]=[CH:28][C:23]([O:16][C:17]4[CH:18]=[CH:19][CH:20]=[CH:21][CH:22]=4)=[CH:24][CH:25]=3)=[O:31])=[CH:11][CH:12]=2)[CH:7]=[N:6]1.